Dataset: NCI-60 drug combinations with 297,098 pairs across 59 cell lines. Task: Regression. Given two drug SMILES strings and cell line genomic features, predict the synergy score measuring deviation from expected non-interaction effect. (1) Drug 1: C1CN(P(=O)(OC1)NCCCl)CCCl. Drug 2: CCC1(C2=C(COC1=O)C(=O)N3CC4=CC5=C(C=CC(=C5CN(C)C)O)N=C4C3=C2)O.Cl. Cell line: ACHN. Synergy scores: CSS=54.0, Synergy_ZIP=-1.53, Synergy_Bliss=-2.82, Synergy_Loewe=-47.1, Synergy_HSA=-1.78. (2) Drug 1: CCC1(CC2CC(C3=C(CCN(C2)C1)C4=CC=CC=C4N3)(C5=C(C=C6C(=C5)C78CCN9C7C(C=CC9)(C(C(C8N6C=O)(C(=O)OC)O)OC(=O)C)CC)OC)C(=O)OC)O.OS(=O)(=O)O. Drug 2: B(C(CC(C)C)NC(=O)C(CC1=CC=CC=C1)NC(=O)C2=NC=CN=C2)(O)O. Cell line: SK-MEL-28. Synergy scores: CSS=28.7, Synergy_ZIP=-4.20, Synergy_Bliss=-5.68, Synergy_Loewe=-22.3, Synergy_HSA=-5.18. (3) Drug 1: CCC1=CC2CC(C3=C(CN(C2)C1)C4=CC=CC=C4N3)(C5=C(C=C6C(=C5)C78CCN9C7C(C=CC9)(C(C(C8N6C)(C(=O)OC)O)OC(=O)C)CC)OC)C(=O)OC.C(C(C(=O)O)O)(C(=O)O)O. Drug 2: CC1=C(C(CCC1)(C)C)C=CC(=CC=CC(=CC(=O)O)C)C. Cell line: RPMI-8226. Synergy scores: CSS=67.8, Synergy_ZIP=-1.25, Synergy_Bliss=-1.04, Synergy_Loewe=-2.70, Synergy_HSA=2.67. (4) Drug 1: CS(=O)(=O)C1=CC(=C(C=C1)C(=O)NC2=CC(=C(C=C2)Cl)C3=CC=CC=N3)Cl. Cell line: SK-MEL-28. Drug 2: CN1C2=C(C=C(C=C2)N(CCCl)CCCl)N=C1CCCC(=O)O.Cl. Synergy scores: CSS=0.614, Synergy_ZIP=2.83, Synergy_Bliss=6.36, Synergy_Loewe=-1.50, Synergy_HSA=-0.537. (5) Drug 1: C1=NC2=C(N1)C(=S)N=C(N2)N. Drug 2: C1=CC=C(C(=C1)C(C2=CC=C(C=C2)Cl)C(Cl)Cl)Cl. Cell line: K-562. Synergy scores: CSS=43.7, Synergy_ZIP=1.47, Synergy_Bliss=-0.283, Synergy_Loewe=-9.25, Synergy_HSA=0.387. (6) Drug 1: CC1=C(C=C(C=C1)NC(=O)C2=CC=C(C=C2)CN3CCN(CC3)C)NC4=NC=CC(=N4)C5=CN=CC=C5. Drug 2: N.N.Cl[Pt+2]Cl. Cell line: U251. Synergy scores: CSS=34.1, Synergy_ZIP=2.41, Synergy_Bliss=1.76, Synergy_Loewe=-17.4, Synergy_HSA=-0.467. (7) Drug 1: C1=CC(=CC=C1C#N)C(C2=CC=C(C=C2)C#N)N3C=NC=N3. Drug 2: C1=CC=C(C(=C1)C(C2=CC=C(C=C2)Cl)C(Cl)Cl)Cl. Cell line: U251. Synergy scores: CSS=2.44, Synergy_ZIP=-0.0283, Synergy_Bliss=-0.738, Synergy_Loewe=3.65, Synergy_HSA=-3.87.